From a dataset of Full USPTO retrosynthesis dataset with 1.9M reactions from patents (1976-2016). Predict the reactants needed to synthesize the given product. (1) Given the product [Cl:12][C:11]1[CH:10]=[CH:9][S:8][C:7]=1[C:5]1[C:4]([C:13]2[CH:27]=[CH:26][N:25]=[CH:28][CH:29]=2)=[CH:3][NH:2][N:21]=1, predict the reactants needed to synthesize it. The reactants are: C[N:2](C)[CH:3]=[C:4]([C:13]1C=CN=CN=1)[C:5]([C:7]1[S:8][CH:9]=[CH:10][C:11]=1[Cl:12])=O.O.[NH2:21]N.C([N:25]([CH2:28][CH3:29])[CH2:26][CH3:27])C. (2) Given the product [Cl:14][C:15]1[S:19][C:18]([NH:20][C:7]([N:1]2[CH2:2][CH2:3][NH:4][CH2:5][CH2:6]2)=[O:9])=[N:17][C:16]=1[CH2:30][CH3:31], predict the reactants needed to synthesize it. The reactants are: [N:1]1([C:7]([O:9]C(C)(C)C)=O)[CH2:6][CH2:5][NH:4][CH2:3][CH2:2]1.[Cl:14][C:15]1[S:19][C:18]([NH:20]C(=O)OC2C=CC=CC=2)=[N:17][C:16]=1[CH2:30][CH3:31]. (3) Given the product [CH3:13][O:12][C:9]1[N:10]=[CH:11][C:6]([N:5]2[C:25]([C:27]3[CH:32]=[CH:31][C:30]([CH3:33])=[CH:29][N:28]=3)=[N:24][C:18]([C:17]([OH:16])=[O:34])=[N:1]2)=[CH:7][CH:8]=1, predict the reactants needed to synthesize it. The reactants are: [N:1]([O-])=O.[Na+].[NH2:5][C:6]1[CH:7]=[CH:8][C:9]([O:12][CH3:13])=[N:10][CH:11]=1.C([O:16][C:17](=[O:34])[CH:18]([NH:24][C:25]([C:27]1[CH:32]=[CH:31][C:30]([CH3:33])=[CH:29][N:28]=1)=O)C(OCC)=O)C.C(=O)([O-])[O-].[K+].[K+]. (4) The reactants are: [OH-].[Na+].C[O:4][C:5](=[O:43])[CH2:6][C@H:7]1[CH2:12][CH2:11][C@H:10]([C:13]2[CH:18]=[CH:17][C:16]([NH:19][C:20](=[O:42])[CH2:21][CH2:22][NH:23][C:24]([C:26]3[N:27]=[C:28]([C:35]4[CH:40]=[CH:39][CH:38]=[CH:37][C:36]=4[F:41])[O:29][C:30]=3[C:31]([F:34])([F:33])[F:32])=[O:25])=[CH:15][CH:14]=2)[CH2:9][CH2:8]1. Given the product [F:41][C:36]1[CH:37]=[CH:38][CH:39]=[CH:40][C:35]=1[C:28]1[O:29][C:30]([C:31]([F:34])([F:32])[F:33])=[C:26]([C:24]([NH:23][CH2:22][CH2:21][C:20]([NH:19][C:16]2[CH:15]=[CH:14][C:13]([C@H:10]3[CH2:9][CH2:8][C@H:7]([CH2:6][C:5]([OH:43])=[O:4])[CH2:12][CH2:11]3)=[CH:18][CH:17]=2)=[O:42])=[O:25])[N:27]=1, predict the reactants needed to synthesize it. (5) Given the product [Si:1]([O:8][C@H:9]1[CH2:10][C@H:11]([N:23]2[C:27]3[N:28]=[CH:29][N:30]=[C:31]([NH:32][CH2:33][CH:34]4[CH2:36][CH2:35]4)[C:26]=3[CH:25]=[CH:24]2)[CH2:12][C@H:13]1[CH2:14][OH:15])([C:4]([CH3:7])([CH3:6])[CH3:5])([CH3:3])[CH3:2], predict the reactants needed to synthesize it. The reactants are: [Si:1]([O:8][C@@H:9]1[C@H:13]([CH2:14][O:15][Si](C(C)(C)C)(C)C)[CH2:12][C@@H:11]([N:23]2[C:27]3[N:28]=[CH:29][N:30]=[C:31]([NH:32][CH2:33][CH:34]4[CH2:36][CH2:35]4)[C:26]=3[CH:25]=[CH:24]2)[CH2:10]1)([C:4]([CH3:7])([CH3:6])[CH3:5])([CH3:3])[CH3:2]. (6) Given the product [F:23][CH2:7][C:4]1[CH2:3][C:2]([CH3:1])([C:9]([F:12])([F:11])[F:10])[O:6][N:5]=1, predict the reactants needed to synthesize it. The reactants are: [CH3:1][C:2]1([C:9]([F:12])([F:11])[F:10])[O:6][N:5]=[C:4]([CH2:7]O)[CH2:3]1.COCCN(S(F)(F)[F:23])CCOC.C([O-])(O)=O.[Na+].